This data is from Reaction yield outcomes from USPTO patents with 853,638 reactions. The task is: Predict the reaction yield, written as a fraction of the theoretical maximum amount of product (1.0 means a 100% yield; for example, 0.34 means a 34% yield). (1) The reactants are [CH3:1][C:2]1([N:7]2[CH2:12][CH2:11][CH:10]([N:13]3[C@H:17]4[CH2:18][CH2:19][CH2:20][CH2:21][C@@H:16]4[NH:15][C:14]3=[O:22])[CH2:9][CH2:8]2)[CH2:6][CH2:5][NH:4][CH2:3]1.Cl[C:24]([O:26][CH2:27][C:28]#[C:29][CH3:30])=[O:25]. No catalyst specified. The product is [O:22]=[C:14]1[N:13]([CH:10]2[CH2:11][CH2:12][N:7]([C:2]3([CH3:1])[CH2:6][CH2:5][N:4]([C:24]([O:26][CH2:27][C:28]#[C:29][CH3:30])=[O:25])[CH2:3]3)[CH2:8][CH2:9]2)[C@H:17]2[CH2:18][CH2:19][CH2:20][CH2:21][C@@H:16]2[NH:15]1. The yield is 0.339. (2) The reactants are [Cl:1][C:2]1[CH:7]=[C:6]([CH3:8])[CH:5]=[CH:4][N:3]=1.[Li+].CC([N-]C(C)C)C.[C:17](=O)([O:21]CC)[O:18][CH2:19][CH3:20].O. The yield is 0.380. The catalyst is C1COCC1. The product is [Cl:1][C:2]1[CH:7]=[C:6]([CH2:8][C:17]([O:18][CH2:19][CH3:20])=[O:21])[CH:5]=[CH:4][N:3]=1. (3) The reactants are C[Si]([N-][Si](C)(C)C)(C)C.[Na+].[Cl:11][C:12]1[C:13]([CH:19]([S:28]([C:31]2[CH:36]=[CH:35][C:34]([Cl:37])=[CH:33][N:32]=2)(=[O:30])=[O:29])[C:20]2[CH:25]=[C:24]([F:26])[CH:23]=[CH:22][C:21]=2[F:27])=[CH:14][C:15]([NH2:18])=[N:16][CH:17]=1.[CH3:38][S:39](Cl)(=[O:41])=[O:40].[Cl-].[NH4+]. The catalyst is ClCCl.O1CCCC1. The product is [Cl:11][C:12]1[C:13]([CH:19]([S:28]([C:31]2[CH:36]=[CH:35][C:34]([Cl:37])=[CH:33][N:32]=2)(=[O:29])=[O:30])[C:20]2[CH:25]=[C:24]([F:26])[CH:23]=[CH:22][C:21]=2[F:27])=[CH:14][C:15]([NH:18][S:39]([CH3:38])(=[O:41])=[O:40])=[N:16][CH:17]=1. The yield is 0.250. (4) The reactants are [NH:1]1[C:5]2=[N+:6]([O-])[CH:7]=[CH:8][CH:9]=[C:4]2[CH:3]=[CH:2]1.CN(C)C=O.CS([Cl:20])(=O)=O.[OH-].[Na+]. The catalyst is O. The product is [Cl:20][C:9]1[CH:8]=[CH:7][N:6]=[C:5]2[NH:1][CH:2]=[CH:3][C:4]=12. The yield is 0.822. (5) The reactants are [BH4-].[Na+].[F:3][C:4]1[CH:23]=[CH:22][C:7]([C:8]([C:10]2[CH:18]=[CH:17][C:13]([C:14](O)=[O:15])=[CH:12][C:11]=2[C:19](O)=[O:20])=O)=[CH:6][CH:5]=1.S(OC)(OC)(=O)=O.O. The catalyst is C1COCC1. The yield is 0.860. The product is [F:3][C:4]1[CH:23]=[CH:22][C:7]([CH:8]2[C:10]3[C:11](=[CH:12][C:13]([CH2:14][OH:15])=[CH:17][CH:18]=3)[CH2:19][O:20]2)=[CH:6][CH:5]=1.